From a dataset of Full USPTO retrosynthesis dataset with 1.9M reactions from patents (1976-2016). Predict the reactants needed to synthesize the given product. (1) Given the product [CH:1]1([CH2:4][N:5]2[C:9]3[CH:10]=[CH:11][C:12]([S:14]([NH:30][CH2:28][CH3:29])(=[O:16])=[O:15])=[CH:13][C:8]=3[N:7]=[C:6]2[CH2:18][C:19]2[CH:24]=[CH:23][C:22]([O:25][CH2:26][CH3:27])=[CH:21][CH:20]=2)[CH2:3][CH2:2]1.[ClH:17], predict the reactants needed to synthesize it. The reactants are: [CH:1]1([CH2:4][N:5]2[C:9]3[CH:10]=[CH:11][C:12]([S:14]([Cl:17])(=[O:16])=[O:15])=[CH:13][C:8]=3[N:7]=[C:6]2[CH2:18][C:19]2[CH:24]=[CH:23][C:22]([O:25][CH2:26][CH3:27])=[CH:21][CH:20]=2)[CH2:3][CH2:2]1.[CH2:28]([NH2:30])[CH3:29].N1C=CC=CC=1. (2) Given the product [O:1]1[C:5]2[CH:6]=[CH:7][C:8]([CH2:10][C:11](=[N:13][NH:14][C:15]3[S:17][CH:19]=[C:20]([C:22]4[CH:27]=[CH:26][CH:25]=[C:24]([N+:28]([O-:30])=[O:29])[CH:23]=4)[N:16]=3)[CH3:12])=[CH:9][C:4]=2[O:3][CH2:2]1, predict the reactants needed to synthesize it. The reactants are: [O:1]1[C:5]2[CH:6]=[CH:7][C:8]([CH2:10][C:11](=[N:13][NH:14][C:15](=[S:17])[NH2:16])[CH3:12])=[CH:9][C:4]=2[O:3][CH2:2]1.Br[CH2:19][C:20]([C:22]1[CH:27]=[CH:26][CH:25]=[C:24]([N+:28]([O-:30])=[O:29])[CH:23]=1)=O. (3) Given the product [Cl:31][C:27]1[N:28]=[C:29]([Cl:30])[C:21]2[N:20]=[C:13]([C:12]3[N:8]([C:3]4[C:2]([Cl:1])=[CH:7][CH:6]=[CH:5][N:4]=4)[N:9]=[C:10]([C:16]([F:19])([F:18])[F:17])[CH:11]=3)[O:14][C:23](=[O:24])[C:22]=2[CH:26]=1, predict the reactants needed to synthesize it. The reactants are: [Cl:1][C:2]1[C:3]([N:8]2[C:12]([C:13](Cl)=[O:14])=[CH:11][C:10]([C:16]([F:19])([F:18])[F:17])=[N:9]2)=[N:4][CH:5]=[CH:6][CH:7]=1.[NH2:20][C:21]1[C:29]([Cl:30])=[N:28][C:27]([Cl:31])=[CH:26][C:22]=1[C:23](O)=[O:24].C(N(CC)CC)C.CS(Cl)(=O)=O. (4) Given the product [Br:12][CH:6]1[CH2:5][CH2:4][CH:3]([C:7]([O:9][CH2:10][CH3:11])=[O:8])[C:2]1=[O:1], predict the reactants needed to synthesize it. The reactants are: [O:1]=[C:2]1[CH2:6][CH2:5][CH2:4][CH:3]1[C:7]([O:9][CH2:10][CH3:11])=[O:8].[Br:12]Br.